Predict the reaction yield, written as a fraction of the theoretical maximum amount of product (1.0 means a 100% yield; for example, 0.34 means a 34% yield). From a dataset of Reaction yield outcomes from USPTO patents with 853,638 reactions. (1) The reactants are [CH3:1][O:2][C:3]1[CH:29]=[CH:28][C:6]([CH2:7][N:8]2[C:12]3=[N:13][CH:14]=[CH:15][C:16]([O:17][C:18]4[CH:23]=[CH:22][C:21]([N+:24]([O-])=O)=[CH:20][CH:19]=4)=[C:11]3[C:10]([CH3:27])=[N:9]2)=[CH:5][CH:4]=1.CO.[NH4+].[Cl-].Cl. The catalyst is [Zn].C1COCC1. The product is [CH3:1][O:2][C:3]1[CH:4]=[CH:5][C:6]([CH2:7][N:8]2[C:12]3=[N:13][CH:14]=[CH:15][C:16]([O:17][C:18]4[CH:23]=[CH:22][C:21]([NH2:24])=[CH:20][CH:19]=4)=[C:11]3[C:10]([CH3:27])=[N:9]2)=[CH:28][CH:29]=1. The yield is 0.820. (2) The reactants are [Br:1][C:2]1[CH:3]=[N:4][CH:5]=[C:6]([Cl:8])[CH:7]=1.[Li+].CC([N-]C(C)C)C.Cl[C:18]([O:20][CH2:21][CH3:22])=[O:19].C([O-])(O)=O.[Na+]. The catalyst is C1COCC1. The product is [Br:1][C:2]1[CH:3]=[N:4][CH:5]=[C:6]([Cl:8])[C:7]=1[C:18]([O:20][CH2:21][CH3:22])=[O:19]. The yield is 0.800. (3) The reactants are [NH2:1][C:2]1[N:7]=[C:6]([C:8]2[O:9][C:10](Br)=[CH:11][CH:12]=2)[C:5]([C:14]#[N:15])=[C:4]([S:16][CH3:17])[N:3]=1.[CH2:18]([O:20][C:21]([Sn](CCCC)(CCCC)CCCC)=[CH2:22])[CH3:19]. The catalyst is O1CCOCC1.Cl[Pd](Cl)([P](C1C=CC=CC=1)(C1C=CC=CC=1)C1C=CC=CC=1)[P](C1C=CC=CC=1)(C1C=CC=CC=1)C1C=CC=CC=1. The product is [NH2:1][C:2]1[N:7]=[C:6]([C:8]2[O:9][C:10]([C:18]([O:20][CH2:21][CH3:22])=[CH2:19])=[CH:11][CH:12]=2)[C:5]([C:14]#[N:15])=[C:4]([S:16][CH3:17])[N:3]=1. The yield is 0.640. (4) The reactants are [CH3:1][O:2][C:3](=[O:20])[C:4]1[CH:9]=[C:8]([NH:10][C:11](=[O:16])[CH2:12][CH2:13][CH2:14]Cl)[CH:7]=[CH:6][C:5]=1[N+:17]([O-:19])=[O:18].N1CCOCC1.C(=O)([O-])[O-].[K+].[K+]. The catalyst is CN(C)C=O. The product is [CH3:1][O:2][C:3](=[O:20])[C:4]1[CH:9]=[C:8]([N:10]2[CH2:14][CH2:13][CH2:12][C:11]2=[O:16])[CH:7]=[CH:6][C:5]=1[N+:17]([O-:19])=[O:18]. The yield is 1.00. (5) The reactants are P12(SP3(SP(SP(S3)(S1)=S)(=S)S2)=S)=[S:2].C([O-])([O-])=O.[Na+].[Na+].[Cl:21][C:22]1[CH:27]=[CH:26][C:25]([C:28]2[C:34]3[CH:35]=[C:36]([O:39][CH3:40])[CH:37]=[CH:38][C:33]=3[NH:32][C:31](=O)[C@H:30]([CH2:42][C:43]([O:45][CH3:46])=[O:44])[N:29]=2)=[CH:24][CH:23]=1. The catalyst is ClCCCl. The product is [Cl:21][C:22]1[CH:27]=[CH:26][C:25]([C:28]2[C:34]3[CH:35]=[C:36]([O:39][CH3:40])[CH:37]=[CH:38][C:33]=3[NH:32][C:31](=[S:2])[C@H:30]([CH2:42][C:43]([O:45][CH3:46])=[O:44])[N:29]=2)=[CH:24][CH:23]=1. The yield is 0.980. (6) The product is [Cl:1][C:2]1[CH:3]=[C:4]([CH2:14][N:15]2[C:19]([CH3:20])=[CH:18][C:17]([NH:21][C:22](=[O:23])[C:24]3[CH:25]=[CH:26][C:27]([CH2:28][OH:29])=[CH:32][CH:33]=3)=[N:16]2)[C:5]2[O:9][C:8]([CH:10]([CH3:11])[CH3:12])=[CH:7][C:6]=2[CH:13]=1. The reactants are [Cl:1][C:2]1[CH:3]=[C:4]([CH2:14][N:15]2[C:19]([CH3:20])=[CH:18][C:17]([NH:21][C:22]([C:24]3[CH:33]=[CH:32][C:27]([C:28](OC)=[O:29])=[CH:26][CH:25]=3)=[O:23])=[N:16]2)[C:5]2[O:9][C:8]([CH:10]([CH3:12])[CH3:11])=[CH:7][C:6]=2[CH:13]=1.[H-].[Al+3].[Li+].[H-].[H-].[H-]. The yield is 0.810. The catalyst is C(OCC)C.C1COCC1.